Dataset: Reaction yield outcomes from USPTO patents with 853,638 reactions. Task: Predict the reaction yield, written as a fraction of the theoretical maximum amount of product (1.0 means a 100% yield; for example, 0.34 means a 34% yield). The reactants are [CH3:1][O:2][C:3]1[CH:15]=[C:14]([O:16][CH3:17])[CH:13]=[CH:12][C:4]=1[CH2:5][NH:6][C:7]1[S:8][CH:9]=[N:10][N:11]=1.C[Si](C)(C)[N-][Si](C)(C)C.[Li+].[Cl:28][C:29]1[C:30]([F:40])=[CH:31][C:32]([F:39])=[C:33]([S:35](Cl)(=[O:37])=[O:36])[CH:34]=1.[Cl-].[NH4+]. The catalyst is O1CCCC1. The product is [Cl:28][C:29]1[C:30]([F:40])=[CH:31][C:32]([F:39])=[C:33]([S:35]([N:6]([CH2:5][C:4]2[CH:12]=[CH:13][C:14]([O:16][CH3:17])=[CH:15][C:3]=2[O:2][CH3:1])[C:7]2[S:8][CH:9]=[N:10][N:11]=2)(=[O:37])=[O:36])[CH:34]=1. The yield is 0.730.